From a dataset of Full USPTO retrosynthesis dataset with 1.9M reactions from patents (1976-2016). Predict the reactants needed to synthesize the given product. (1) Given the product [Cl:34][C:35]1[CH:36]=[C:37]([CH:40]=[CH:41][CH:42]=1)[CH2:38][N:29]1[CH2:28][CH2:27][CH:26]([N:23]2[C:19]3=[N:20][CH:21]=[N:22][C:17]([O:16][C:15]4[CH:14]=[CH:13][C:12]([S:9]([CH3:8])(=[O:11])=[O:10])=[CH:33][CH:32]=4)=[C:18]3[CH:25]=[N:24]2)[CH2:31][CH2:30]1, predict the reactants needed to synthesize it. The reactants are: FC(F)(F)C(O)=O.[CH3:8][S:9]([C:12]1[CH:33]=[CH:32][C:15]([O:16][C:17]2[N:22]=[CH:21][N:20]=[C:19]3[N:23]([CH:26]4[CH2:31][CH2:30][NH:29][CH2:28][CH2:27]4)[N:24]=[CH:25][C:18]=23)=[CH:14][CH:13]=1)(=[O:11])=[O:10].[Cl:34][C:35]1[CH:36]=[C:37]([CH:40]=[CH:41][CH:42]=1)[CH:38]=O.C(N(CC)CC)C.C(O[BH-](OC(=O)C)OC(=O)C)(=O)C.[Na+]. (2) Given the product [NH2:1][C:2]1[N:6]([C@H:23]2[CH2:24][CH2:25][CH2:26][C@@H:27]([N:3]3[C:4]4[CH:10]=[CH:9][CH:8]=[CH:7][C:5]=4[N:6]=[C:2]3[NH2:1])[CH2:28][CH2:29][CH2:30]2)[C:5]2[CH:7]=[CH:8][CH:9]=[CH:10][C:4]=2[N:3]=1, predict the reactants needed to synthesize it. The reactants are: [NH2:1][C:2]1[NH:3][C:4]2[CH:10]=[CH:9][CH:8]=[CH:7][C:5]=2[N:6]=1.[H-].[Na+].C1(C)C=CC(S(O[C@H:23]2[CH2:30][CH2:29][CH2:28][C@@H:27](OS(C3C=CC(C)=CC=3)(=O)=O)[CH2:26][CH2:25][CH2:24]2)(=O)=O)=CC=1. (3) Given the product [Br-:21].[C:8]([N:7]([C:1]1[CH:2]=[CH:3][CH:4]=[CH:5][CH:6]=1)[C:11]1[C:20]2[C:15](=[CH:16][CH:17]=[CH:18][CH:19]=2)[N+:14]([CH2:11][C:20]2[CH:15]=[CH:16][CH:17]=[CH:18][CH:19]=2)=[CH:13][CH:12]=1)(=[O:10])[CH3:9], predict the reactants needed to synthesize it. The reactants are: [C:1]1([N:7]([C:11]2[C:20]3[C:15](=[CH:16][CH:17]=[CH:18][CH:19]=3)[N:14]=[CH:13][CH:12]=2)[C:8](=[O:10])[CH3:9])[CH:6]=[CH:5][CH:4]=[CH:3][CH:2]=1.[Br-:21]. (4) The reactants are: [CH3:1][OH:2].[O:3]1[CH:5]([CH2:6][CH2:7][CH2:8][CH2:9][CH2:10][CH2:11][CH2:12][CH3:13])[CH2:4]1. Given the product [CH3:1][O:2][CH2:4][CH:5]([OH:3])[CH2:6][CH2:7][CH2:8][CH2:9][CH2:10][CH2:11][CH2:12][CH3:13], predict the reactants needed to synthesize it. (5) Given the product [OH:8][C@@H:9]1[C@@:42]2([CH3:43])[C:13](=[CH:14][CH:15]=[C:16]3[C@@H:41]2[CH2:40][CH2:39][C@@:38]2([CH3:44])[C@H:17]3[CH2:18][CH:19]=[C:20]2[C@@H:21]([O:23][CH2:24][C:25]#[C:26][C:27]([OH:29])([CH3:28])[CH3:37])[CH3:22])[CH2:12][C@@H:11]([OH:45])[CH2:10]1, predict the reactants needed to synthesize it. The reactants are: [Si]([O:8][C@@H:9]1[C@@:42]2([CH3:43])[C:13](=[CH:14][CH:15]=[C:16]3[C@@H:41]2[CH2:40][CH2:39][C@@:38]2([CH3:44])[C@H:17]3[CH2:18][CH:19]=[C:20]2[C@@H:21]([O:23][CH2:24][C:25]#[C:26][C:27]([CH3:37])([O:29][Si](CC)(CC)CC)[CH3:28])[CH3:22])[CH2:12][C@@H:11]([O:45][Si](C(C)(C)C)(C)C)[CH2:10]1)(C(C)(C)C)(C)C.[F-].C([N+](CCCC)(CCCC)CCCC)CCC.